This data is from Full USPTO retrosynthesis dataset with 1.9M reactions from patents (1976-2016). The task is: Predict the reactants needed to synthesize the given product. (1) Given the product [Cl:1][C:2]1[C:3]2[C:13]([CH3:14])=[CH:12][CH:11]=[CH:10][C:4]=2[S:5][CH:6]=1, predict the reactants needed to synthesize it. The reactants are: [Cl:1][C:2]1[C:3]2[C:13]([CH3:14])=[CH:12][CH:11]=[CH:10][C:4]=2[S:5][C:6]=1C(O)=O.N1C2C(=CC=CC=2)C=CC=1. (2) Given the product [Br:1][CH2:2][C:3]([C:5]1[CH:14]=[CH:13][C:12]2[C:7](=[CH:8][CH:9]=[C:10]([Br:15])[CH:11]=2)[CH:6]=1)=[O:4], predict the reactants needed to synthesize it. The reactants are: [Br:1][CH:2](Br)[C:3]([C:5]1[CH:14]=[CH:13][C:12]2[C:7](=[CH:8][CH:9]=[C:10]([Br:15])[CH:11]=2)[CH:6]=1)=[O:4].C(N(CC)CC)C.P([O-])(OCC)OCC. (3) Given the product [F:1][C:2]1[CH:7]=[CH:6][C:5]([NH:8][C:9]([NH:25][C:24]2[CH:23]=[CH:22][C:21]([O:14][C:15]3[CH:20]=[CH:19][CH:18]=[CH:17][CH:16]=3)=[CH:27][CH:26]=2)=[O:10])=[CH:4][C:3]=1[N+:11]([O-:13])=[O:12], predict the reactants needed to synthesize it. The reactants are: [F:1][C:2]1[CH:7]=[CH:6][C:5]([N:8]=[C:9]=[O:10])=[CH:4][C:3]=1[N+:11]([O-:13])=[O:12].[O:14]([C:21]1[CH:27]=[CH:26][C:24]([NH2:25])=[CH:23][CH:22]=1)[C:15]1[CH:20]=[CH:19][CH:18]=[CH:17][CH:16]=1.ClCCl.C(=O)([O-])[O-].[Na+].[Na+]. (4) Given the product [NH2:15][CH2:14][CH2:13][S:10]([NH:9][C:6]1[CH:7]=[CH:8][C:3]([O:2][CH3:1])=[CH:4][CH:5]=1)(=[O:11])=[O:12], predict the reactants needed to synthesize it. The reactants are: [CH3:1][O:2][C:3]1[CH:8]=[CH:7][C:6]([NH:9][S:10]([CH2:13][CH2:14][NH:15]C(=O)OCC2C=CC=CC=2)(=[O:12])=[O:11])=[CH:5][CH:4]=1.C1CCCCC=1. (5) Given the product [Cl:19][C:17]1[CH:16]=[CH:15][C:14]([O:20][C:28]2[CH:27]=[CH:26][C:25]([S:30]([NH:33][C:34]3[S:35][CH:36]=[CH:37][N:38]=3)(=[O:31])=[O:32])=[CH:24][C:23]=2[C:21]#[N:22])=[C:13]([C:11]2[CH:12]=[N:8][NH:9][CH:10]=2)[CH:18]=1, predict the reactants needed to synthesize it. The reactants are: C(OC([N:8]1[CH:12]=[C:11]([C:13]2[CH:18]=[C:17]([Cl:19])[CH:16]=[CH:15][C:14]=2[OH:20])[CH:10]=[N:9]1)=O)(C)(C)C.[C:21]([C:23]1[CH:24]=[C:25]([S:30]([NH:33][C:34]2[S:35][CH:36]=[CH:37][N:38]=2)(=[O:32])=[O:31])[CH:26]=[CH:27][C:28]=1F)#[N:22].C(=O)([O-])[O-].[K+].[K+].Cl. (6) Given the product [C:33]([O:32][C:31](=[O:37])[NH:30][C:26]1([C:23]2[CH:24]=[CH:25][C:20]([C:19]3[N:5]4[C:6]5[CH:18]=[CH:17][CH:16]=[N:15][C:7]=5[NH:8][C:9]5[CH:14]=[CH:13][CH:12]=[CH:11][C:10]=5[C:4]4=[N:3][C:2]=3[C:45]3[CH:46]=[CH:47][C:42]([S:39]([CH3:38])(=[O:41])=[O:40])=[CH:43][CH:44]=3)=[CH:21][CH:22]=2)[CH2:29][CH2:28][CH2:27]1)([CH3:35])([CH3:34])[CH3:36], predict the reactants needed to synthesize it. The reactants are: Cl[C:2]1[N:3]=[C:4]2[C:10]3[CH:11]=[CH:12][CH:13]=[CH:14][C:9]=3[NH:8][C:7]3[N:15]=[CH:16][CH:17]=[CH:18][C:6]=3[N:5]2[C:19]=1[C:20]1[CH:25]=[CH:24][C:23]([C:26]2([NH:30][C:31](=[O:37])[O:32][C:33]([CH3:36])([CH3:35])[CH3:34])[CH2:29][CH2:28][CH2:27]2)=[CH:22][CH:21]=1.[CH3:38][S:39]([C:42]1[CH:47]=[CH:46][C:45](B(O)O)=[CH:44][CH:43]=1)(=[O:41])=[O:40].C([O-])([O-])=O.[Na+].[Na+]. (7) Given the product [Br:11][C:6]1[CH:5]=[N:4][C:3]2[NH:2][C:20](=[O:21])[O:10][CH2:9][C:8]=2[CH:7]=1, predict the reactants needed to synthesize it. The reactants are: Br.[NH2:2][C:3]1[C:8]([CH2:9][OH:10])=[CH:7][C:6]([Br:11])=[CH:5][N:4]=1.C(N(CC)CC)C.Cl[C:20](OC(Cl)(Cl)Cl)=[O:21].